This data is from NCI-60 drug combinations with 297,098 pairs across 59 cell lines. The task is: Regression. Given two drug SMILES strings and cell line genomic features, predict the synergy score measuring deviation from expected non-interaction effect. (1) Drug 1: COC1=CC(=CC(=C1O)OC)C2C3C(COC3=O)C(C4=CC5=C(C=C24)OCO5)OC6C(C(C7C(O6)COC(O7)C8=CC=CS8)O)O. Drug 2: C1=CN(C(=O)N=C1N)C2C(C(C(O2)CO)O)O.Cl. Cell line: DU-145. Synergy scores: CSS=62.4, Synergy_ZIP=1.45, Synergy_Bliss=3.65, Synergy_Loewe=1.27, Synergy_HSA=6.90. (2) Drug 1: C1C(C(OC1N2C=NC3=C(N=C(N=C32)Cl)N)CO)O. Drug 2: C1=NNC2=C1C(=O)NC=N2. Cell line: CAKI-1. Synergy scores: CSS=24.3, Synergy_ZIP=2.07, Synergy_Bliss=8.04, Synergy_Loewe=-23.5, Synergy_HSA=-5.51. (3) Drug 1: C1CN(P(=O)(OC1)NCCCl)CCCl. Drug 2: C(CCl)NC(=O)N(CCCl)N=O. Cell line: OVCAR-8. Synergy scores: CSS=2.75, Synergy_ZIP=-1.29, Synergy_Bliss=-2.94, Synergy_Loewe=-5.29, Synergy_HSA=-2.68.